Dataset: NCI-60 drug combinations with 297,098 pairs across 59 cell lines. Task: Regression. Given two drug SMILES strings and cell line genomic features, predict the synergy score measuring deviation from expected non-interaction effect. Drug 1: CC1=C(C(=CC=C1)Cl)NC(=O)C2=CN=C(S2)NC3=CC(=NC(=N3)C)N4CCN(CC4)CCO. Drug 2: C1=NC2=C(N1)C(=S)N=CN2. Cell line: HCT-15. Synergy scores: CSS=4.63, Synergy_ZIP=7.30, Synergy_Bliss=21.5, Synergy_Loewe=-3.43, Synergy_HSA=-0.538.